This data is from NCI-60 drug combinations with 297,098 pairs across 59 cell lines. The task is: Regression. Given two drug SMILES strings and cell line genomic features, predict the synergy score measuring deviation from expected non-interaction effect. Drug 1: C1=CN(C(=O)N=C1N)C2C(C(C(O2)CO)O)O.Cl. Drug 2: CNC(=O)C1=NC=CC(=C1)OC2=CC=C(C=C2)NC(=O)NC3=CC(=C(C=C3)Cl)C(F)(F)F. Cell line: SR. Synergy scores: CSS=56.3, Synergy_ZIP=-3.56, Synergy_Bliss=-9.35, Synergy_Loewe=-10.4, Synergy_HSA=-7.72.